From a dataset of Reaction yield outcomes from USPTO patents with 853,638 reactions. Predict the reaction yield, written as a fraction of the theoretical maximum amount of product (1.0 means a 100% yield; for example, 0.34 means a 34% yield). (1) The reactants are Cl[C:2]1[C:11]2[C:6](=[CH:7][C:8]([O:14][CH3:15])=[C:9]([O:12][CH3:13])[CH:10]=2)[N:5]=[CH:4][CH:3]=1.Cl[C:17]1[CH:32]=[CH:31][C:20]([NH:21][C:22](=[O:30])[C:23]2[C:24](=[CH:26][CH:27]=[CH:28][CH:29]=2)[OH:25])=[CH:19][CH:18]=1.[Cl:33]C1C=CC=CC=1Cl. The catalyst is CN(C)C1C=CN=CC=1. The product is [C:20]1([NH:21][C:22](=[O:30])[C:23]2[CH:29]=[C:28]([Cl:33])[CH:27]=[CH:26][C:24]=2[O:25][C:2]2[C:11]3[C:6](=[CH:7][C:8]([O:14][CH3:15])=[C:9]([O:12][CH3:13])[CH:10]=3)[N:5]=[CH:4][CH:3]=2)[CH:31]=[CH:32][CH:17]=[CH:18][CH:19]=1. The yield is 0.200. (2) The reactants are [Cl:1][C:2]1[CH:3]=[C:4]([CH:7]=[CH:8][C:9]=1[Cl:10])[CH:5]=O.[C:11]([CH2:13][C:14]([O:16]CC)=O)#[N:12].Cl.[CH:20]1([C:23]([NH2:25])=[NH:24])[CH2:22][CH2:21]1.C(=O)([O-])[O-].[K+].[K+]. The catalyst is C(O)C. The product is [Cl:1][C:2]1[CH:3]=[C:4]([C:5]2[N:25]=[C:23]([CH:20]3[CH2:22][CH2:21]3)[N:24]=[C:14]([OH:16])[C:13]=2[C:11]#[N:12])[CH:7]=[CH:8][C:9]=1[Cl:10]. The yield is 0.620. (3) The reactants are Cl.[NH2:2][C:3]1[CH:8]=[CH:7][CH:6]=[CH:5][CH:4]=1.[C:9](Cl)(=[O:13])[C:10]([Cl:12])=[O:11]. The catalyst is C1C=CC=CC=1. The product is [O:13]=[C:9]([NH:2][C:3]1[CH:8]=[CH:7][CH:6]=[CH:5][CH:4]=1)[C:10]([Cl:12])=[O:11]. The yield is 0.766.